Predict which catalyst facilitates the given reaction. From a dataset of Catalyst prediction with 721,799 reactions and 888 catalyst types from USPTO. (1) Reactant: [Br:1][C:2]1[CH:11]=[C:10]2[C:5]([CH:6]=[CH:7][C:8]([O:12][CH:13]([O:18][CH3:19])[C:14]([O:16]C)=[O:15])=[CH:9]2)=[CH:4][CH:3]=1.O.[OH-].[Li+].C(OCC)(=O)C. Product: [Br:1][C:2]1[CH:11]=[C:10]2[C:5]([CH:6]=[CH:7][C:8]([O:12][CH:13]([O:18][CH3:19])[C:14]([OH:16])=[O:15])=[CH:9]2)=[CH:4][CH:3]=1. The catalyst class is: 30. (2) Reactant: [S:1]1[CH:5]=[CH:4][CH:3]=[C:2]1[C:6]1[CH:10]=[C:9]([CH:11](C)[CH2:12][CH:13]=O)[O:8][N:7]=1.[CH2:16]([N:23]1[CH2:28][CH2:27][NH:26][CH2:25][CH2:24]1)[C:17]1[CH:22]=[CH:21][CH:20]=[CH:19][CH:18]=1.[BH-](OC(C)=O)(OC(C)=O)O[C:31](C)=O.[Na+].C(O)(=O)C. Product: [CH2:16]([N:23]1[CH2:28][CH2:27][N:26]([CH2:31][CH2:13][CH2:12][CH2:11][C:9]2[O:8][N:7]=[C:6]([C:2]3[S:1][CH:5]=[CH:4][CH:3]=3)[CH:10]=2)[CH2:25][CH2:24]1)[C:17]1[CH:18]=[CH:19][CH:20]=[CH:21][CH:22]=1. The catalyst class is: 2. (3) Product: [Cl:56][C:52]1[CH:51]=[C:50]([C:48]2[CH:47]=[CH:46][N:45]=[C:44]([NH:57][CH:58]([CH3:62])[CH2:59][O:60][CH3:61])[CH:49]=2)[CH:55]=[CH:54][N:53]=1. The catalyst class is: 101. Reactant: CC1(C)C2C(=C(P(C3C=CC=CC=3)C3C=CC=CC=3)C=CC=2)OC2C(P(C3C=CC=CC=3)C3C=CC=CC=3)=CC=CC1=2.Cl[C:44]1[CH:49]=[C:48]([C:50]2[CH:55]=[CH:54][N:53]=[C:52]([Cl:56])[CH:51]=2)[CH:47]=[CH:46][N:45]=1.[NH2:57][CH:58]([CH3:62])[CH2:59][O:60][CH3:61].CC(C)([O-])C.[Na+]. (4) Reactant: [Br:1][CH2:2][CH2:3][C:4]1[CH:13]=[CH:12][C:7]([O:8][CH2:9][CH2:10][OH:11])=[CH:6][CH:5]=1.[C:14](OC(=O)C)(=[O:16])[CH3:15].C(N(CC)CC)C. Product: [C:14]([O:11][CH2:10][CH2:9][O:8][C:7]1[CH:12]=[CH:13][C:4]([CH2:3][CH2:2][Br:1])=[CH:5][CH:6]=1)(=[O:16])[CH3:15]. The catalyst class is: 79. (5) Reactant: [N:1]1([CH2:6][C:7]#[C:8][C:9]2[CH:10]=[C:11]3[N:16]([CH:17]=2)[N:15]=[CH:14][N:13]=[C:12]3[NH2:18])[CH2:5][CH2:4][CH2:3][CH2:2]1.[H][H]. Product: [N:1]1([CH2:6][CH2:7][CH2:8][C:9]2[CH:10]=[C:11]3[N:16]([CH:17]=2)[N:15]=[CH:14][N:13]=[C:12]3[NH2:18])[CH2:2][CH2:3][CH2:4][CH2:5]1. The catalyst class is: 43. (6) Product: [CH3:20][O:19][CH:3]([O:2][CH3:1])[C:4]1[CH:5]=[CH:6][C:7]([C:10](=[O:18])[C:11]([C:12]2[CH:17]=[CH:16][CH:15]=[CH:14][CH:13]=2)=[CH:23][N:24]([CH3:26])[CH3:25])=[CH:8][CH:9]=1. Reactant: [CH3:1][O:2][CH:3]([O:19][CH3:20])[C:4]1[CH:9]=[CH:8][C:7]([C:10](=[O:18])[CH2:11][C:12]2[CH:17]=[CH:16][CH:15]=[CH:14][CH:13]=2)=[CH:6][CH:5]=1.CO[CH:23](OC)[N:24]([CH3:26])[CH3:25]. The catalyst class is: 3. (7) Reactant: [CH3:1][O:2][C:3]1[CH:4]=[C:5]2[C:17](=[CH:18][CH:19]=1)[NH:16][C:15]1[C:10]3([CH2:14][CH2:13][NH:12][CH2:11]3)[NH:9][CH2:8][CH2:7][C:6]2=1.Br[CH2:21][CH2:22][CH:23]1[CH2:28][CH2:27][CH2:26][CH2:25][CH2:24]1.C([O-])([O-])=O.[K+].[K+]. Product: [CH:23]1([CH2:22][CH2:21][N:12]2[CH2:13][CH2:14][C:10]3([C:15]4[NH:16][C:17]5[C:5](=[CH:4][C:3]([O:2][CH3:1])=[CH:19][CH:18]=5)[C:6]=4[CH2:7][CH2:8][NH:9]3)[CH2:11]2)[CH2:28][CH2:27][CH2:26][CH2:25][CH2:24]1. The catalyst class is: 705. (8) Reactant: Cl.Cl.Cl.Cl.[NH2:5][CH2:6][CH2:7][CH2:8][NH:9][CH2:10][CH2:11][CH2:12][CH2:13][NH:14][CH2:15][CH2:16][CH2:17][NH2:18].[H-].[Na+].Cl[C:22]1[C:50]([CH3:51])=[CH:49][C:25]2[N:26]=[C:27]3[C:32]([N:33]([CH2:34][CH2:35][CH2:36][CH2:37][CH2:38][CH2:39][C:40]([O:42][C:43]([CH3:46])([CH3:45])[CH3:44])=[O:41])[C:24]=2[CH:23]=1)=[N:31][C:30](=[O:47])[NH:29][C:28]3=[O:48]. Product: [NH2:18][CH2:17][CH2:16][CH2:15][NH:14][CH2:13][CH2:12][CH2:11][CH2:10][NH:9][CH2:8][CH2:7][CH2:6][NH:5][C:22]1[C:50]([CH3:51])=[CH:49][C:25]2[N:26]=[C:27]3[C:32]([N:33]([CH2:34][CH2:35][CH2:36][CH2:37][CH2:38][CH2:39][C:40]([O:42][C:43]([CH3:45])([CH3:46])[CH3:44])=[O:41])[C:24]=2[CH:23]=1)=[N:31][C:30](=[O:47])[NH:29][C:28]3=[O:48]. The catalyst class is: 16.